Dataset: NCI-60 drug combinations with 297,098 pairs across 59 cell lines. Task: Regression. Given two drug SMILES strings and cell line genomic features, predict the synergy score measuring deviation from expected non-interaction effect. (1) Drug 1: CC1OCC2C(O1)C(C(C(O2)OC3C4COC(=O)C4C(C5=CC6=C(C=C35)OCO6)C7=CC(=C(C(=C7)OC)O)OC)O)O. Drug 2: C1=NC2=C(N=C(N=C2N1C3C(C(C(O3)CO)O)F)Cl)N. Cell line: SF-539. Synergy scores: CSS=30.9, Synergy_ZIP=-5.41, Synergy_Bliss=-1.01, Synergy_Loewe=-3.12, Synergy_HSA=1.94. (2) Drug 1: CN1C(=O)N2C=NC(=C2N=N1)C(=O)N. Drug 2: COCCOC1=C(C=C2C(=C1)C(=NC=N2)NC3=CC=CC(=C3)C#C)OCCOC.Cl. Cell line: M14. Synergy scores: CSS=-3.69, Synergy_ZIP=0.587, Synergy_Bliss=-1.45, Synergy_Loewe=-4.31, Synergy_HSA=-5.59. (3) Drug 1: CCC1=C2CN3C(=CC4=C(C3=O)COC(=O)C4(CC)O)C2=NC5=C1C=C(C=C5)O. Drug 2: CCN(CC)CCNC(=O)C1=C(NC(=C1C)C=C2C3=C(C=CC(=C3)F)NC2=O)C. Cell line: 786-0. Synergy scores: CSS=41.7, Synergy_ZIP=-2.67, Synergy_Bliss=-4.04, Synergy_Loewe=-72.2, Synergy_HSA=-2.86. (4) Drug 1: C1CC(C1)(C(=O)O)C(=O)O.[NH2-].[NH2-].[Pt+2]. Drug 2: CS(=O)(=O)OCCCCOS(=O)(=O)C. Cell line: NCIH23. Synergy scores: CSS=11.1, Synergy_ZIP=0.645, Synergy_Bliss=5.21, Synergy_Loewe=-1.80, Synergy_HSA=2.02.